Dataset: Catalyst prediction with 721,799 reactions and 888 catalyst types from USPTO. Task: Predict which catalyst facilitates the given reaction. (1) Reactant: [CH3:1][N:2]([CH3:6])[CH2:3][CH2:4][NH2:5].[CH3:7][C@@H:8]1[CH2:30][C:29]2[C:31](=[O:32])[C:24](=[C:25]([C:35]3[CH:40]=[CH:39][C:38]([O:41][CH3:42])=[CH:37][CH:36]=3)[C:26]([C:28]=2OC)=[O:27])[NH:23][C:21](=[O:22])[C:20]([CH3:43])=[CH:19][CH:18]=[CH:17][C@H:16]([O:44][CH3:45])[C@@H:15]([O:46][C:47]([NH2:49])=[O:48])[C:14]([CH3:50])=[CH:13][C@H:12]([CH3:51])[C@@H:11]([OH:52])[C@@H:10]([O:53][CH3:54])[CH2:9]1. Product: [C:47](=[O:48])([O:46][C@@H:15]1[C@@H:16]([O:44][CH3:45])[CH:17]=[CH:18][CH:19]=[C:20]([CH3:43])[C:21](=[O:22])[NH:23][C:24]2[C:31](=[O:32])[C:29]([CH2:30][C@@H:8]([CH3:7])[CH2:9][C@H:10]([O:53][CH3:54])[C@H:11]([OH:52])[C@@H:12]([CH3:51])[CH:13]=[C:14]1[CH3:50])=[C:28]([NH:5][CH2:4][CH2:3][N:2]([CH3:6])[CH3:1])[C:26](=[O:27])[C:25]=2[C:35]1[CH:36]=[CH:37][C:38]([O:41][CH3:42])=[CH:39][CH:40]=1)[NH2:49]. The catalyst class is: 1. (2) Reactant: [CH3:1][O:2][C:3]1([C:10]2[CH:47]=[CH:46][C:45]([C:48]([F:51])([F:50])[F:49])=[CH:44][C:11]=2[CH2:12][N:13]([CH2:29][C:30]2[CH:35]=[C:34]([C:36]([F:39])([F:38])[F:37])[CH:33]=[C:32]([C:40]([F:43])([F:42])[F:41])[CH:31]=2)[C:14]2[N:15]=[N:16][N:17]([CH2:19][CH2:20][O:21][Si](C(C)(C)C)(C)C)[N:18]=2)[CH2:9][CH2:8][CH2:7][CH2:6][CH2:5][CH2:4]1.[F-].C([N+](CCCC)(CCCC)CCCC)CCC. Product: [CH3:1][O:2][C:3]1([C:10]2[CH:47]=[CH:46][C:45]([C:48]([F:51])([F:49])[F:50])=[CH:44][C:11]=2[CH2:12][N:13]([CH2:29][C:30]2[CH:35]=[C:34]([C:36]([F:37])([F:38])[F:39])[CH:33]=[C:32]([C:40]([F:42])([F:41])[F:43])[CH:31]=2)[C:14]2[N:15]=[N:16][N:17]([CH2:19][CH2:20][OH:21])[N:18]=2)[CH2:4][CH2:5][CH2:6][CH2:7][CH2:8][CH2:9]1. The catalyst class is: 504. (3) Product: [CH3:22][O:21][C:15]1[CH:14]=[C:13]([C:6]2[C:5]([C:23]3[C:24]([F:31])=[CH:25][C:26]([F:30])=[CH:27][C:28]=3[F:29])=[C:4]([CH3:32])[NH:3][C:2](=[O:34])[C:7]=2[C:8]([O:10][CH2:11][CH3:12])=[O:9])[CH:18]=[C:17]([O:19][CH3:20])[CH:16]=1. The catalyst class is: 86. Reactant: N[C:2]1[C:7]([C:8]([O:10][CH2:11][CH3:12])=[O:9])=[C:6]([C:13]2[CH:18]=[C:17]([O:19][CH3:20])[CH:16]=[C:15]([O:21][CH3:22])[CH:14]=2)[C:5]([C:23]2[C:28]([F:29])=[CH:27][C:26]([F:30])=[CH:25][C:24]=2[F:31])=[C:4]([CH3:32])[N:3]=1.N([O-])=[O:34].[Na+]. (4) Reactant: [Cl:1][C:2]1[C:3]([C:8]2[CH:9]=[C:10]3[C:14](=[CH:15][CH:16]=2)[NH:13][N:12]=[C:11]3[NH:17][C:18]2[S:19][C:20]([CH:23]=O)=[CH:21][N:22]=2)=[N:4][CH:5]=[CH:6][CH:7]=1.[CH3:25][NH2:26].[Na].[C:28](=[O:31])([O-])[OH:29].[Na+]. Product: [Cl:1][C:2]1[C:3]([C:8]2[CH:9]=[C:10]3[C:14](=[CH:15][CH:16]=2)[NH:13][N:12]=[C:11]3[NH:17][C:18]2[S:19][C:20]([CH2:23][N:26]([CH3:25])[C:28](=[O:31])[O:29][C:8]([CH3:9])([CH3:16])[CH3:3])=[CH:21][N:22]=2)=[N:4][CH:5]=[CH:6][CH:7]=1. The catalyst class is: 362. (5) Reactant: [CH:1]1([S:6]([C:9]2[CH:10]=[C:11]([CH2:15][CH2:16][CH2:17][CH2:18][O:19][CH2:20][CH2:21][CH2:22][CH2:23][CH2:24][CH2:25][NH:26][CH2:27][C@@H:28]([C:30]3[CH:41]=[CH:40][C:33]4[O:34][C:35]([CH3:39])(C)[O:36][CH2:37][C:32]=4[CH:31]=3)[OH:29])[CH:12]=[CH:13][CH:14]=2)(=[O:8])=[O:7])[CH2:5][CH2:4][CH2:3][CH2:2]1.CC(O)=[O:44]. Product: [C:35]([O:34][C:33]1[CH:40]=[CH:41][C:30]([C@@H:28]([OH:29])[CH2:27][NH:26][CH2:25][CH2:24][CH2:23][CH2:22][CH2:21][CH2:20][O:19][CH2:18][CH2:17][CH2:16][CH2:15][C:11]2[CH:12]=[CH:13][CH:14]=[C:9]([S:6]([CH:1]3[CH2:5][CH2:4][CH2:3][CH2:2]3)(=[O:7])=[O:8])[CH:10]=2)=[CH:31][C:32]=1[CH2:37][OH:44])(=[O:36])[CH3:39]. The catalyst class is: 6.